Dataset: Catalyst prediction with 721,799 reactions and 888 catalyst types from USPTO. Task: Predict which catalyst facilitates the given reaction. (1) Reactant: [NH2:1][C:2]1[S:3][C:4]2[CH:10]=[C:9]([O:11][S:12]([C:15]3[CH:20]=[CH:19][C:18]([F:21])=[CH:17][CH:16]=3)(=[O:14])=[O:13])[CH:8]=[CH:7][C:5]=2[N:6]=1.[C:22]([O:26][C:27]([N:29]1[CH2:34][CH2:33][CH:32]([CH2:35][C:36](O)=[O:37])[CH2:31][CH2:30]1)=[O:28])([CH3:25])([CH3:24])[CH3:23].CN(C(ON1N=NC2C=CC=CC1=2)=[N+](C)C)C.F[P-](F)(F)(F)(F)F.C(NC(C)C)(C)C. Product: [C:22]([O:26][C:27]([N:29]1[CH2:34][CH2:33][CH:32]([CH2:35][C:36](=[O:37])[NH:1][C:2]2[S:3][C:4]3[CH:10]=[C:9]([O:11][S:12]([C:15]4[CH:20]=[CH:19][C:18]([F:21])=[CH:17][CH:16]=4)(=[O:13])=[O:14])[CH:8]=[CH:7][C:5]=3[N:6]=2)[CH2:31][CH2:30]1)=[O:28])([CH3:25])([CH3:24])[CH3:23]. The catalyst class is: 288. (2) Product: [Cl:4][C:5]1[CH:6]=[C:7]([C:11]2[CH:12]=[CH:13][C:14](=[O:17])[N:15]([CH2:2][CH3:3])[N:16]=2)[CH:8]=[CH:9][CH:10]=1. Reactant: Br[CH2:2][CH3:3].[Cl:4][C:5]1[CH:6]=[C:7]([C:11]2[CH:12]=[CH:13][C:14](=[O:17])[NH:15][N:16]=2)[CH:8]=[CH:9][CH:10]=1.C(=O)([O-])[O-].[K+].[K+].O. The catalyst class is: 42. (3) Reactant: [CH3:1][C:2]1[CH:9]=[C:8]([CH3:10])[CH:7]=[CH:6][C:3]=1[C:4]#[N:5].[NH2:11][OH:12]. Product: [OH:12][NH:11][C:4](=[NH:5])[C:3]1[CH:6]=[CH:7][C:8]([CH3:10])=[CH:9][C:2]=1[CH3:1]. The catalyst class is: 40. (4) Reactant: [ClH:1].[CH2:2]([N:15]([CH3:22])[C:16](=[NH:21])[NH:17][C:18](=[NH:20])[NH2:19])[CH2:3][CH2:4][CH2:5][CH2:6][CH2:7][CH2:8][CH2:9][CH2:10][CH2:11][CH2:12][CH2:13][CH3:14].CN(C=O)C.[C:28]12(CS(O)(=O)=O)C(C)(C)C(C[CH2:34]1)C[C:29]2=O. Product: [ClH:1].[CH2:2]([N:15]([CH3:22])[C:16]1[N:17]=[C:18]([NH2:19])[NH:20][C:28]([CH3:34])([CH3:29])[N:21]=1)[CH2:3][CH2:4][CH2:5][CH2:6][CH2:7][CH2:8][CH2:9][CH2:10][CH2:11][CH2:12][CH2:13][CH3:14]. The catalyst class is: 21.